This data is from Buchwald-Hartwig C-N cross coupling reaction yields with 55,370 reactions. The task is: Predict the reaction yield, written as a fraction of the theoretical maximum amount of product (1.0 means a 100% yield; for example, 0.34 means a 34% yield). (1) The reactants are Brc1cccnc1.Cc1ccc(N)cc1.O=S(=O)(O[Pd]1c2ccccc2-c2ccccc2N~1)C(F)(F)F.COc1ccc(OC)c(P([C@]23C[C@H]4C[C@H](C[C@H](C4)C2)C3)[C@]23C[C@H]4C[C@H](C[C@H](C4)C2)C3)c1-c1c(C(C)C)cc(C(C)C)cc1C(C)C.CN(C)C(=NC(C)(C)C)N(C)C.c1ccc2nocc2c1. No catalyst specified. The product is Cc1ccc(Nc2cccnc2)cc1. The yield is 0.0628. (2) The reactants are FC(F)(F)c1ccc(Br)cc1.Cc1ccc(N)cc1.O=S(=O)(O[Pd]1c2ccccc2-c2ccccc2N~1)C(F)(F)F.COc1ccc(OC)c(P(C(C)(C)C)C(C)(C)C)c1-c1c(C(C)C)cc(C(C)C)cc1C(C)C.CN1CCCN2CCCN=C12.c1ccc2nocc2c1. No catalyst specified. The product is Cc1ccc(Nc2ccc(C(F)(F)F)cc2)cc1. The yield is 0.0951. (3) The reactants are CCc1ccc(Cl)cc1.Cc1ccc(N)cc1.O=S(=O)(O[Pd]1c2ccccc2-c2ccccc2N~1)C(F)(F)F.COc1ccc(OC)c(P(C(C)(C)C)C(C)(C)C)c1-c1c(C(C)C)cc(C(C)C)cc1C(C)C.CN1CCCN2CCCN=C12.COC(=O)c1cc(-c2ccco2)on1. No catalyst specified. The product is CCc1ccc(Nc2ccc(C)cc2)cc1. The yield is 0.0439. (4) The reactants are COc1ccc(I)cc1.Cc1ccc(N)cc1.O=S(=O)(O[Pd]1c2ccccc2-c2ccccc2N~1)C(F)(F)F.CC(C)c1cc(C(C)C)c(-c2ccccc2P(C(C)(C)C)C(C)(C)C)c(C(C)C)c1.CN(C)C(=NC(C)(C)C)N(C)C.CCOC(=O)c1cc(C)no1. No catalyst specified. The product is COc1ccc(Nc2ccc(C)cc2)cc1. The yield is 0.437. (5) The yield is 0.0537. The product is CCc1ccc(Nc2ccc(C)cc2)cc1. The reactants are CCc1ccc(Cl)cc1.Cc1ccc(N)cc1.O=S(=O)(O[Pd]1c2ccccc2-c2ccccc2N~1)C(F)(F)F.CC(C)c1cc(C(C)C)c(-c2ccccc2P(C2CCCCC2)C2CCCCC2)c(C(C)C)c1.CN(C)C(=NC(C)(C)C)N(C)C.c1ccc(-c2ccon2)cc1. No catalyst specified.